Dataset: Full USPTO retrosynthesis dataset with 1.9M reactions from patents (1976-2016). Task: Predict the reactants needed to synthesize the given product. (1) Given the product [C:46]([C:41]1[CH:42]=[C:43]2[C:38](=[C:39]([F:50])[CH:40]=1)[C:37](=[O:51])[N:36]([C:32]1[CH:33]=[CH:34][CH:35]=[C:25]([C:19]3[CH:18]=[C:17]([NH:15][C:12]4[N:13]=[N:14][C:9]([N:5]5[CH2:4][C@@H:3]6[CH2:8][C@H:6]5[CH2:7][N:2]6[CH3:1])=[CH:10][CH:11]=4)[C:22](=[O:23])[N:21]([CH3:24])[N:20]=3)[C:26]=1[CH2:27][O:28][C:29](=[O:31])[CH3:30])[N:45]=[CH:44]2)([CH3:47])([CH3:48])[CH3:49], predict the reactants needed to synthesize it. The reactants are: [CH3:1][N:2]1[CH2:7][C@@H:6]2[CH2:8][C@H:3]1[CH2:4][N:5]2[C:9]1[N:14]=[N:13][C:12]([NH2:15])=[CH:11][CH:10]=1.Br[C:17]1[C:22](=[O:23])[N:21]([CH3:24])[N:20]=[C:19]([C:25]2[CH:35]=[CH:34][CH:33]=[C:32]([N:36]3[N:45]=[CH:44][C:43]4[C:38](=[C:39]([F:50])[CH:40]=[C:41]([C:46]([CH3:49])([CH3:48])[CH3:47])[CH:42]=4)[C:37]3=[O:51])[C:26]=2[CH2:27][O:28][C:29](=[O:31])[CH3:30])[CH:18]=1.CC1(C)C2C(=C(P(C3C=CC=CC=3)C3C=CC=CC=3)C=CC=2)OC2C(P(C3C=CC=CC=3)C3C=CC=CC=3)=CC=CC1=2.C(=O)([O-])[O-].[Cs+].[Cs+]. (2) Given the product [CH3:11][N:8]1[CH2:9][C:4]2[C:5](=[CH:12][CH:13]=[C:2]([NH2:1])[CH:3]=2)[CH2:6]1, predict the reactants needed to synthesize it. The reactants are: [NH2:1][C:2]1[CH:3]=[C:4]2[C:9](=O)[N:8]([CH3:11])[C:6](=O)[C:5]2=[CH:12][CH:13]=1.[H-].[Al+3].[Li+].[H-].[H-].[H-].